Predict which catalyst facilitates the given reaction. From a dataset of Catalyst prediction with 721,799 reactions and 888 catalyst types from USPTO. Reactant: [H-].[Na+].[Br:3][C:4]1[CH:5]=[C:6]([C:10]([C:12]2[CH:21]=[C:20]([CH3:22])[C:15]3[NH:16][C:17](=[O:19])[O:18][C:14]=3[CH:13]=2)=[O:11])[CH:7]=[N:8][CH:9]=1.I[CH3:24]. Product: [Br:3][C:4]1[CH:5]=[C:6]([C:10]([C:12]2[CH:21]=[C:20]([CH3:22])[C:15]3[N:16]([CH3:24])[C:17](=[O:19])[O:18][C:14]=3[CH:13]=2)=[O:11])[CH:7]=[N:8][CH:9]=1. The catalyst class is: 3.